Dataset: Reaction yield outcomes from USPTO patents with 853,638 reactions. Task: Predict the reaction yield, written as a fraction of the theoretical maximum amount of product (1.0 means a 100% yield; for example, 0.34 means a 34% yield). (1) The reactants are [C:1]([C:4]1[NH:5][C:6]2[C:11]([CH:12]=1)=[CH:10][CH:9]=[C:8]([O:13][CH2:14][C:15]1[CH:20]=[CH:19][CH:18]=[CH:17][CH:16]=1)[CH:7]=2)(O)=[O:2].C(Cl)(=O)C(Cl)=O.C[N:28](C=O)C.C([O-])(=O)C.[NH4+]. The catalyst is C(Cl)Cl. The product is [C:1]([C:4]1[NH:5][C:6]2[C:11]([CH:12]=1)=[CH:10][CH:9]=[C:8]([O:13][CH2:14][C:15]1[CH:20]=[CH:19][CH:18]=[CH:17][CH:16]=1)[CH:7]=2)(=[O:2])[NH2:28]. The yield is 0.700. (2) The reactants are CS([C:4]1[N:16]=[CH:15][C:7]2=[CH:8][C:9]3[C:14]([N:6]2[N:5]=1)=[CH:13][CH:12]=[CH:11][CH:10]=3)=O.[CH2:17]1[N:22]([C:23]2[CH:28]=[CH:27][C:26]([NH2:29])=[CH:25][CH:24]=2)[CH2:21][CH2:20][O:19][CH2:18]1.CN1CCCC1=O. The catalyst is CO.ClCCl. The product is [N:22]1([C:23]2[CH:24]=[CH:25][C:26]([NH:29][C:4]3[N:16]=[CH:15][C:7]4=[CH:8][C:9]5[C:14]([N:6]4[N:5]=3)=[CH:13][CH:12]=[CH:11][CH:10]=5)=[CH:27][CH:28]=2)[CH2:21][CH2:20][O:19][CH2:18][CH2:17]1. The yield is 0.190. (3) The reactants are [Br:1][C:2]1[C:3](Cl)=[CH:4][C:5]([NH:8][C:9](=[O:14])[C:10]([CH3:13])([CH3:12])[CH3:11])=[N:6][CH:7]=1.[NH2:16][CH2:17][CH:18]1[CH2:23][CH2:22][N:21]([C:24]([O:26][CH2:27][C:28]2[CH:33]=[CH:32][CH:31]=[CH:30][CH:29]=2)=[O:25])[CH2:20][CH2:19]1.C(N(CC)CC)C. The catalyst is CN1C(=O)CCC1. The product is [Br:1][C:2]1[C:3]([NH:16][CH2:17][CH:18]2[CH2:23][CH2:22][N:21]([C:24]([O:26][CH2:27][C:28]3[CH:29]=[CH:30][CH:31]=[CH:32][CH:33]=3)=[O:25])[CH2:20][CH2:19]2)=[CH:4][C:5]([NH:8][C:9](=[O:14])[C:10]([CH3:13])([CH3:12])[CH3:11])=[N:6][CH:7]=1. The yield is 0.430.